This data is from Full USPTO retrosynthesis dataset with 1.9M reactions from patents (1976-2016). The task is: Predict the reactants needed to synthesize the given product. The reactants are: Cl[CH2:2][CH2:3][CH2:4][O:5][C:6]1[CH:7]=[CH:8][C:9]2[C:10]3[S:19][C:18]([CH2:20][CH3:21])=[N:17][C:11]=3[C:12]([NH2:16])=[N:13][C:14]=2[CH:15]=1.[N-]=[N+]=[N-].[Na+].O.N(CCC[O:33][C:34]1[CH:35]=[CH:36][C:37]2[C:38]3[S:47][C:46]([CH2:48][CH3:49])=[N:45][C:39]=3[C:40]([NH2:44])=[N:41][C:42]=2[CH:43]=1)=[N+]=[N-]. Given the product [NH2:44][C:40]1[C:39]2[N:45]=[C:46]([CH2:48][CH3:49])[S:47][C:38]=2[C:37]2[CH:36]=[CH:35][C:34]([O:33][CH2:2][CH2:3][CH2:4][O:5][C:6]3[CH:7]=[CH:8][C:9]4[C:10]5[S:19][C:18]([CH2:20][CH3:21])=[N:17][C:11]=5[C:12]([NH2:16])=[N:13][C:14]=4[CH:15]=3)=[CH:43][C:42]=2[N:41]=1, predict the reactants needed to synthesize it.